Dataset: Catalyst prediction with 721,799 reactions and 888 catalyst types from USPTO. Task: Predict which catalyst facilitates the given reaction. (1) Reactant: [CH3:1][C:2]1[CH:3]=[CH:4][C:5]([N+:9]([O-:11])=[O:10])=[C:6]([OH:8])[CH:7]=1.[C:12]1(=O)[O:17][C:15](=[O:16])[C:14]2=[CH:18][CH:19]=[CH:20][CH:21]=[C:13]12. Product: [OH:8][C:6]1[CH:7]=[C:2]([CH3:1])[C:3]([C:12]2([C:3]3[C:2]([CH3:1])=[CH:7][C:6]([OH:8])=[C:5]([N+:9]([O-:11])=[O:10])[CH:4]=3)[C:13]3[C:14](=[CH:18][CH:19]=[CH:20][CH:21]=3)[C:15](=[O:16])[O:17]2)=[CH:4][C:5]=1[N+:9]([O-:11])=[O:10]. The catalyst class is: 530. (2) Reactant: [Li]CCCC.Br[C:7]1[C:15]2[C:14]([Cl:16])=[N:13][CH:12]=[N:11][C:10]=2[N:9]([CH:17]([CH3:19])[CH3:18])[CH:8]=1.[Br:20][C:21]1[CH:22]=[N:23][CH:24]=[C:25]([CH:32]=1)[C:26](N(OC)C)=[O:27].CC(O)C. Product: [Br:20][C:21]1[CH:32]=[C:25]([C:26]([C:7]2[C:15]3[C:14]([Cl:16])=[N:13][CH:12]=[N:11][C:10]=3[N:9]([CH:17]([CH3:19])[CH3:18])[CH:8]=2)=[O:27])[CH:24]=[N:23][CH:22]=1. The catalyst class is: 28.